Task: Predict the product of the given reaction.. Dataset: Forward reaction prediction with 1.9M reactions from USPTO patents (1976-2016) Given the reactants [F:1][C:2]1[CH:3]=[C:4]([CH:7]=[CH:8][C:9]=1[F:10])[CH:5]=O.C(O)(=O)[CH2:12][C:13]([OH:15])=[O:14].N1CCCCC1.N1C=CC=CC=1.Cl, predict the reaction product. The product is: [F:1][C:2]1[CH:3]=[C:4]([CH:7]=[CH:8][C:9]=1[F:10])[CH:5]=[CH:12][C:13]([OH:15])=[O:14].